Task: Regression. Given a peptide amino acid sequence and an MHC pseudo amino acid sequence, predict their binding affinity value. This is MHC class II binding data.. Dataset: Peptide-MHC class II binding affinity with 134,281 pairs from IEDB (1) The peptide sequence is GAYETYKFIPSLEAA. The MHC is DRB1_1602 with pseudo-sequence DRB1_1602. The binding affinity (normalized) is 0.461. (2) The peptide sequence is PLVWHLERAETAATA. The MHC is DRB3_0101 with pseudo-sequence DRB3_0101. The binding affinity (normalized) is 0.322. (3) The peptide sequence is YDKFLANFSTVLTGK. The MHC is DRB1_1302 with pseudo-sequence DRB1_1302. The binding affinity (normalized) is 0.960. (4) The peptide sequence is DANNYEQQEQASQQI. The MHC is HLA-DQA10501-DQB10301 with pseudo-sequence HLA-DQA10501-DQB10301. The binding affinity (normalized) is 0. (5) The peptide sequence is EKKYFAATQFEPLAA. The MHC is DRB1_0401 with pseudo-sequence DRB1_0401. The binding affinity (normalized) is 0.536.